Dataset: Forward reaction prediction with 1.9M reactions from USPTO patents (1976-2016). Task: Predict the product of the given reaction. (1) The product is: [CH:18]1([O:22][CH2:23][C@H:24]([O:35][C:2]2[C:3]3[CH:10]=[N:9][N:8]([C:11]4[C:16]([CH3:17])=[N:15][CH:14]=[CH:13][N:12]=4)[C:4]=3[N:5]=[CH:6][N:7]=2)[C:25]([NH:27][C:28]2[CH:33]=[CH:32][C:31]([CH3:34])=[CH:30][N:29]=2)=[O:26])[CH2:19][CH2:20][CH2:21]1. Given the reactants Cl[C:2]1[N:7]=[CH:6][N:5]=[C:4]2[N:8]([C:11]3[C:16]([CH3:17])=[N:15][CH:14]=[CH:13][N:12]=3)[N:9]=[CH:10][C:3]=12.[CH:18]1([O:22][CH2:23][C@H:24]([OH:35])[C:25]([NH:27][C:28]2[CH:33]=[CH:32][C:31]([CH3:34])=[CH:30][N:29]=2)=[O:26])[CH2:21][CH2:20][CH2:19]1, predict the reaction product. (2) Given the reactants [H-].[Na+].[NH2:3][C:4]1[CH:5]=[C:6]([SH:10])[CH:7]=[CH:8][CH:9]=1.Cl[C:12]1[C:21]2[C:16](=[CH:17][C:18]([O:24][CH2:25][CH3:26])=[C:19]([O:22][CH3:23])[CH:20]=2)[N:15]=[CH:14][N:13]=1, predict the reaction product. The product is: [CH2:25]([O:24][C:18]1[CH:17]=[C:16]2[C:21]([C:12]([S:10][C:6]3[CH:5]=[C:4]([CH:9]=[CH:8][CH:7]=3)[NH2:3])=[N:13][CH:14]=[N:15]2)=[CH:20][C:19]=1[O:22][CH3:23])[CH3:26]. (3) Given the reactants [Cl:1][CH2:2][C:3]1[CH:11]=[CH:10][C:6]([C:7](Cl)=[O:8])=[CH:5][CH:4]=1.[NH2:12][CH2:13][CH2:14][CH2:15][CH2:16][N:17]1[C:29]2[C:28]3[CH:27]=[CH:26][CH:25]=[CH:24][C:23]=3[N:22]=[C:21]([NH2:30])[C:20]=2[N:19]=[CH:18]1, predict the reaction product. The product is: [NH2:30][C:21]1[C:20]2[N:19]=[CH:18][N:17]([CH2:16][CH2:15][CH2:14][CH2:13][NH:12][C:7](=[O:8])[C:6]3[CH:10]=[CH:11][C:3]([CH2:2][Cl:1])=[CH:4][CH:5]=3)[C:29]=2[C:28]2[CH:27]=[CH:26][CH:25]=[CH:24][C:23]=2[N:22]=1. (4) The product is: [N:32]([CH2:12][CH:13]1[CH2:17][C:16]2[CH:18]=[CH:19][CH:20]=[C:21]([C:22]3[CH:27]=[CH:26][C:25]([C:28]([F:31])([F:30])[F:29])=[CH:24][CH:23]=3)[C:15]=2[O:14]1)=[N+:33]=[N-:34]. Given the reactants CC1C=CC(S(O[CH2:12][CH:13]2[CH2:17][C:16]3[CH:18]=[CH:19][CH:20]=[C:21]([C:22]4[CH:27]=[CH:26][C:25]([C:28]([F:31])([F:30])[F:29])=[CH:24][CH:23]=4)[C:15]=3[O:14]2)(=O)=O)=CC=1.[N-:32]=[N+:33]=[N-:34].[Na+], predict the reaction product. (5) The product is: [CH3:8][CH:9]([CH3:10])[CH2:5][Si:4]([CH3:7])([CH3:6])[O:3][SiH:2]([CH3:12])[CH3:1]. Given the reactants [CH3:1][SiH2:2][O:3][Si:4]([CH3:7])([CH3:6])[CH3:5].[CH3:8][C:9](=C)[CH3:10].[C:12]1(C)C=CC=CC=1, predict the reaction product. (6) Given the reactants [C:1](Cl)(=[O:10])[CH:2]=[CH:3][C:4]1[CH:9]=[CH:8][CH:7]=[CH:6][CH:5]=1.[NH2:12][C:13]1[CH:18]=[CH:17][C:16]([OH:19])=[CH:15][CH:14]=1.ClCCl.Cl.ClCCl, predict the reaction product. The product is: [C:4]1(/[CH:3]=[CH:2]/[C:1]([NH:12][C:13]2[CH:18]=[CH:17][C:16]([O:19][C:1](=[O:10])/[CH:2]=[CH:3]/[C:4]3[CH:9]=[CH:8][CH:7]=[CH:6][CH:5]=3)=[CH:15][CH:14]=2)=[O:10])[CH:9]=[CH:8][CH:7]=[CH:6][CH:5]=1. (7) Given the reactants [C:1]([C:5]1[O:6][C:7](=[O:20])[CH:8]=[C:9]2[C:13]3[CH:14]=[C:15]([O:18][CH3:19])[CH:16]=[CH:17][C:12]=3[O:11][C:10]=12)([CH3:4])([CH3:3])[CH3:2].Cl.[CH2:22]([NH:24][CH2:25][CH2:26][C:27]([CH3:30])([CH3:29])[CH3:28])[CH3:23].CCN(C(C)C)C(C)C, predict the reaction product. The product is: [CH3:28][C:27]([CH3:30])([CH3:29])[CH2:26][CH2:25][N:24]([CH2:22][CH3:23])[C:7](=[O:20])[CH2:8][C:9]1[C:13]2[CH:14]=[C:15]([O:18][CH3:19])[CH:16]=[CH:17][C:12]=2[O:11][C:10]=1[C:5](=[O:6])[C:1]([CH3:2])([CH3:3])[CH3:4]. (8) Given the reactants [F:1][C:2]1[CH:3]=[C:4]([N:14]2[CH2:18][C@H:17]([CH2:19][NH:20][C:21](=[O:23])[CH3:22])[O:16][C:15]2=[O:24])[CH:5]=[CH:6][C:7]=1[N:8]1[CH2:13][CH2:12][NH:11][CH2:10][CH2:9]1.C(N(C(C)C)C(C)C)C.Br[C:35]1[O:39][C:38]([CH:40]=[O:41])=[CH:37][CH:36]=1, predict the reaction product. The product is: [F:1][C:2]1[CH:3]=[C:4]([N:14]2[CH2:18][C@H:17]([CH2:19][NH:20][C:21](=[O:23])[CH3:22])[O:16][C:15]2=[O:24])[CH:5]=[CH:6][C:7]=1[N:8]1[CH2:13][CH2:12][N:11]([C:35]2[O:39][C:38]([CH:40]=[O:41])=[CH:37][CH:36]=2)[CH2:10][CH2:9]1.